Dataset: Forward reaction prediction with 1.9M reactions from USPTO patents (1976-2016). Task: Predict the product of the given reaction. (1) Given the reactants [NH2:1][C:2]1[CH:7]=[CH:6][C:5]([CH3:8])=[CH:4][N:3]=1.[Cl:9][C:10]1[CH:19]=[CH:18][C:13]([C:14](=O)[CH2:15]Br)=[CH:12][CH:11]=1.[OH-].[Na+], predict the reaction product. The product is: [Cl:9][C:10]1[CH:19]=[CH:18][C:13]([C:14]2[N:1]=[C:2]3[CH:7]=[CH:6][C:5]([CH3:8])=[CH:4][N:3]3[CH:15]=2)=[CH:12][CH:11]=1. (2) Given the reactants F[C:2]1[CH:7]=[C:6]([C:8]2[N:13]=[C:12]([O:14][CH2:15][C:16]3([C:22]#[N:23])[CH2:21][CH2:20][O:19][CH2:18][CH2:17]3)[CH:11]=[N:10][CH:9]=2)[C:5]([F:24])=[CH:4][N:3]=1.[CH3:25][O:26][CH2:27][CH2:28][NH:29][C@H:30]1[CH2:35][CH2:34][C@H:33]([NH2:36])[CH2:32][CH2:31]1.C(=O)([O-])[O-].[K+].[K+], predict the reaction product. The product is: [F:24][C:5]1[C:6]([C:8]2[N:13]=[C:12]([O:14][CH2:15][C:16]3([C:22]#[N:23])[CH2:21][CH2:20][O:19][CH2:18][CH2:17]3)[CH:11]=[N:10][CH:9]=2)=[CH:7][C:2]([NH:36][C@H:33]2[CH2:32][CH2:31][C@H:30]([NH:29][CH2:28][CH2:27][O:26][CH3:25])[CH2:35][CH2:34]2)=[N:3][CH:4]=1. (3) Given the reactants Br[CH:2](Br)[C:3]1[C:8]([CH:9](Br)Br)=[N:7][CH:6]=[CH:5][N:4]=1.[C:13]([O:22][CH2:23][CH3:24])(=[O:21])/[CH:14]=[CH:15]\[C:16]([O:18][CH2:19][CH3:20])=[O:17].N[C@H](C(O)=O)CC1C=C2C(C=CC=C2)=CC=1, predict the reaction product. The product is: [CH2:23]([O:22][C:13]([C:14]1[CH:2]=[C:3]2[C:8](=[CH:9][C:15]=1[C:16]([O:18][CH2:19][CH3:20])=[O:17])[N:7]=[CH:6][CH:5]=[N:4]2)=[O:21])[CH3:24]. (4) Given the reactants [C:1]([O:5][C:6]([N:8]1[CH2:13][CH2:12][CH:11]([CH2:14][N:15]([CH:19]2[CH2:28][CH2:27][C:26]3[C:21](=[CH:22][C:23]([OH:29])=[CH:24][CH:25]=3)[CH2:20]2)[CH2:16][CH2:17][CH3:18])[CH2:10][CH2:9]1)=[O:7])([CH3:4])([CH3:3])[CH3:2].C(N(CC)CC)C.[F:37][C:38]([F:44])([F:43])[S:39](Cl)(=[O:41])=[O:40].O, predict the reaction product. The product is: [C:1]([O:5][C:6]([N:8]1[CH2:9][CH2:10][CH:11]([CH2:14][N:15]([CH2:16][CH2:17][CH3:18])[CH:19]2[CH2:28][CH2:27][C:26]3[C:21](=[CH:22][C:23]([O:29][S:39]([C:38]([F:44])([F:43])[F:37])(=[O:41])=[O:40])=[CH:24][CH:25]=3)[CH2:20]2)[CH2:12][CH2:13]1)=[O:7])([CH3:2])([CH3:3])[CH3:4]. (5) Given the reactants Cl.Cl.FC1C=C2C(=CC=1)NC=C2CCCNC1COC2C(=C3C(=CC=2)N=CC=C3)C1.Cl.Cl.CCOCC.Cl.Cl.[F:40][C:41]1[CH:42]=[C:43]2[C:47](=[CH:48][CH:49]=1)[NH:46][CH:45]=[C:44]2[CH2:50][CH2:51][CH2:52][N:53]([CH2:68][CH2:69][CH3:70])[CH:54]1[CH2:67][O:66][C:65]2[C:56](=[C:57]3[C:62](=[CH:63][CH:64]=2)[N:61]=[CH:60][CH:59]=[CH:58]3)[CH2:55]1, predict the reaction product. The product is: [F:40][C:41]1[CH:42]=[C:43]2[C:47](=[CH:48][CH:49]=1)[NH:46][CH:45]=[C:44]2[CH2:50][CH2:51][CH2:52][N:53]([CH2:68][CH2:69][CH3:70])[CH:54]1[CH2:67][O:66][C:65]2[C:56](=[C:57]3[C:62](=[CH:63][CH:64]=2)[N:61]=[CH:60][CH:59]=[CH:58]3)[CH2:55]1. (6) Given the reactants [Cl:1][C:2]1[CH:3]=[CH:4][C:5]2[N:11]3[CH:12]=[CH:13][CH:14]=[C:10]3[C@@H:9]([CH2:15][C:16](O)=[O:17])[O:8][C@H:7]([C:19](=[O:28])[C:20]3[CH:25]=[CH:24][CH:23]=[C:22]([Cl:26])[C:21]=3[Cl:27])[C:6]=2[CH:29]=1.C(N=C=NCCCN(C)C)C.Cl.[NH:42]1[CH2:47][CH2:46][CH:45]([CH2:48][C:49]([O:51][CH2:52][CH3:53])=[O:50])[CH2:44][CH2:43]1.O.ON1C2C=CC=CC=2N=N1, predict the reaction product. The product is: [Cl:1][C:2]1[CH:3]=[CH:4][C:5]2[N:11]3[CH:12]=[CH:13][CH:14]=[C:10]3[C@@H:9]([CH2:15][C:16]([N:42]3[CH2:47][CH2:46][CH:45]([CH2:48][C:49]([O:51][CH2:52][CH3:53])=[O:50])[CH2:44][CH2:43]3)=[O:17])[O:8][C@H:7]([C:19](=[O:28])[C:20]3[CH:25]=[CH:24][CH:23]=[C:22]([Cl:26])[C:21]=3[Cl:27])[C:6]=2[CH:29]=1. (7) The product is: [CH3:38][C:36]1[N:37]=[C:33]([CH2:32][N:7]2[C:6]3[CH:8]=[C:9]([C:11]4[CH:16]=[CH:15][CH:14]=[CH:13][CH:12]=4)[S:10][C:5]=3[C:4](=[O:17])[N:3]([CH:18]3[CH2:23][CH2:22][N:21]([C:24]([O:26][C:27]([CH3:30])([CH3:29])[CH3:28])=[O:25])[CH2:20][CH2:19]3)[C:2]2=[O:1])[S:34][CH:35]=1. Given the reactants [O:1]=[C:2]1[NH:7][C:6]2[CH:8]=[C:9]([C:11]3[CH:16]=[CH:15][CH:14]=[CH:13][CH:12]=3)[S:10][C:5]=2[C:4](=[O:17])[N:3]1[CH:18]1[CH2:23][CH2:22][N:21]([C:24]([O:26][C:27]([CH3:30])([CH3:29])[CH3:28])=[O:25])[CH2:20][CH2:19]1.Cl[CH2:32][C:33]1[S:34][CH:35]=[C:36]([CH3:38])[N:37]=1.C(=O)([O-])[O-].[K+].[K+], predict the reaction product.